Dataset: Tyrosyl-DNA phosphodiesterase HTS with 341,365 compounds. Task: Binary Classification. Given a drug SMILES string, predict its activity (active/inactive) in a high-throughput screening assay against a specified biological target. (1) The compound is S(=O)(=O)(NCC(=O)N(CC1OCCC1)C(CCC)C(=O)NCc1occc1)c1ccc(F)cc1. The result is 0 (inactive). (2) The drug is O(c1c(CNc2cc3ncn(C(C)C)c3cc2)cccc1OC)C. The result is 0 (inactive). (3) The molecule is S(c1n(c(=O)c2[nH]c3c(c2n1)cccc3)c1ccccc1)CC(=O)Nc1c(cccc1)C(F)(F)F. The result is 0 (inactive).